From a dataset of Experimentally validated miRNA-target interactions with 360,000+ pairs, plus equal number of negative samples. Binary Classification. Given a miRNA mature sequence and a target amino acid sequence, predict their likelihood of interaction. The miRNA is hsa-miR-548at-5p with sequence AAAAGUUAUUGCGGUUUUGGCU. The protein sequence of the target gene is MAKPLTDSERQKQISVRGIAGLGDVAEVRKSFNRHLHFTLVKDRNVATPRDYFFALAHTVRDHLVGRWIRTQQHYYERDPKRIYYLSLEFYMGRTLQNTMVNLGLQTACDEATYQLGLDLEELEEIEEDAGLGNGGLGRLAACFLDSMATLGLAAYGYGIRYEFGIFNQKIVNGWQVEEADDWLRYGNPWEKARPEYMLPVHFYGRVEHTPDGVLWLDTQVVLAMPYDTPVPGYKNNTVNTMRLWSAKAPNDFKLKDFNVGDYIEAVLDRNLAENISRVLYPNDNFFEGKELRLKQEYFV.... Result: 0 (no interaction).